This data is from Full USPTO retrosynthesis dataset with 1.9M reactions from patents (1976-2016). The task is: Predict the reactants needed to synthesize the given product. (1) Given the product [C:1]([C:5]1[CH:10]=[CH:9][C:8]([N:11]2[C:15](=[O:16])[C:14](=[C:17]([NH:32][NH:31][C:29](=[O:30])[C:28]3[CH:33]=[CH:34][C:25]([C:23]([O:22][CH3:21])=[O:24])=[C:26]([N+:35]([O-:37])=[O:36])[CH:27]=3)[CH3:18])[C:13]([CH3:20])=[N:12]2)=[CH:7][CH:6]=1)([CH3:4])([CH3:3])[CH3:2], predict the reactants needed to synthesize it. The reactants are: [C:1]([C:5]1[CH:10]=[CH:9][C:8]([N:11]2[C:15]([OH:16])=[C:14]([C:17](=O)[CH3:18])[C:13]([CH3:20])=[N:12]2)=[CH:7][CH:6]=1)([CH3:4])([CH3:3])[CH3:2].[CH3:21][O:22][C:23]([C:25]1[CH:34]=[CH:33][C:28]([C:29]([NH:31][NH2:32])=[O:30])=[CH:27][C:26]=1[N+:35]([O-:37])=[O:36])=[O:24]. (2) Given the product [Cl:28][C:23]1[CH:22]=[C:21]([S:18]([NH:17][C:13]2[CH:12]=[C:11]3[C:16](=[CH:15][CH:14]=2)[NH:8][N:9]=[C:10]3[CH3:29])(=[O:19])=[O:20])[CH:26]=[CH:25][C:24]=1[Cl:27], predict the reactants needed to synthesize it. The reactants are: C(OC([N:8]1[C:16]2[C:11](=[CH:12][C:13]([NH:17][S:18]([C:21]3[CH:26]=[CH:25][C:24]([Cl:27])=[C:23]([Cl:28])[CH:22]=3)(=[O:20])=[O:19])=[CH:14][CH:15]=2)[C:10]([CH3:29])=[N:9]1)=O)(C)(C)C.I[Si](C)(C)C. (3) Given the product [CH:1]1[C:6]([CH2:7][C@H:8]([NH2:12])[C:9]([OH:11])=[O:10])=[CH:5][CH:4]=[C:3]([F:14])[CH:2]=1, predict the reactants needed to synthesize it. The reactants are: [CH:1]1[C:6]([CH2:7][C@H:8]([NH2:12])[C:9]([OH:11])=[O:10])=[CH:5][C:4](F)=[C:3]([F:14])[CH:2]=1.C1C=C2C(COC(NCCOCCOCC(O)=O)=O)C3C(C2=CC=1)=CC=CC=3.C(C(OCCOCCN)C(O)=O)(OCC1C2C(=CC=CC=2)C2C1=CC=CC=2)=O. (4) Given the product [NH:24]1[C:25]2[C:21](=[C:20]([C:18]3[CH:17]=[C:16]4[C:12]([CH:13]=[N:14][NH:15]4)=[C:11]([NH:10][C:8]([C:6]4[CH:5]=[CH:4][CH:3]=[C:2]([NH:33][CH3:32])[N:7]=4)=[O:9])[CH:19]=3)[CH:28]=[CH:27][CH:26]=2)[CH:22]=[CH:23]1, predict the reactants needed to synthesize it. The reactants are: Cl[C:2]1[N:7]=[C:6]([C:8]([NH:10][C:11]2[CH:19]=[C:18]([C:20]3[CH:28]=[CH:27][CH:26]=[C:25]4[C:21]=3[CH:22]=[CH:23][NH:24]4)[CH:17]=[C:16]3[C:12]=2[CH:13]=[N:14][NH:15]3)=[O:9])[CH:5]=[CH:4][CH:3]=1.CN.C[CH2:32][N:33](C(C)C)C(C)C. (5) The reactants are: [NH2:1][C:2]1[C:11]2[C:6](=[C:7](Br)[CH:8]=[CH:9][CH:10]=2)[N:5]=[N:4][C:3]=1[C:13]([NH:15][CH2:16][CH2:17][CH3:18])=[O:14].[F:19][C:20]1[C:25](B(O)O)=[CH:24][CH:23]=[C:22]([CH3:29])[N:21]=1. Given the product [CH2:16]([NH:15][C:13]([C:3]1[N:4]=[N:5][C:6]2[C:11]([C:2]=1[NH2:1])=[CH:10][CH:9]=[CH:8][C:7]=2[C:25]1[C:20]([F:19])=[N:21][C:22]([CH3:29])=[CH:23][CH:24]=1)=[O:14])[CH2:17][CH3:18], predict the reactants needed to synthesize it. (6) Given the product [F:19][C@H:20]([CH3:23])[CH2:21][O:22][C:2]1[CH:10]=[CH:9][C:5]([C:6]([OH:8])=[O:7])=[C:4]([C:11]([F:14])([F:13])[F:12])[CH:3]=1, predict the reactants needed to synthesize it. The reactants are: F[C:2]1[CH:10]=[CH:9][C:5]([C:6]([OH:8])=[O:7])=[C:4]([C:11]([F:14])([F:13])[F:12])[CH:3]=1.S(Cl)(Cl)=O.[F:19][C@H:20]([CH3:23])[CH2:21][OH:22].CC(C)([O-])C.[K+]. (7) Given the product [Cl:22][C:16]1[CH:17]=[C:18]([Cl:21])[CH:19]=[CH:20][C:15]=1[C:13]1[N:14]=[C:10]([C:8]2[N:7]([CH2:25][O:26][CH2:27][CH2:28][Si:29]([CH3:32])([CH3:31])[CH3:30])[C:6]3[CH:33]=[C:2]([C:46]#[C:45][C:41]4[CH:40]=[C:39]([CH:44]=[CH:43][CH:42]=4)[O:38][CH2:37][C:36]([OH:47])=[O:35])[CH:3]=[CH:4][C:5]=3[N:9]=2)[N:11]([CH2:23][CH3:24])[CH:12]=1, predict the reactants needed to synthesize it. The reactants are: Br[C:2]1[CH:3]=[CH:4][C:5]2[N:9]=[C:8]([C:10]3[N:11]([CH2:23][CH3:24])[CH:12]=[C:13]([C:15]4[CH:20]=[CH:19][C:18]([Cl:21])=[CH:17][C:16]=4[Cl:22])[N:14]=3)[N:7]([CH2:25][O:26][CH2:27][CH2:28][Si:29]([CH3:32])([CH3:31])[CH3:30])[C:6]=2[CH:33]=1.C[O:35][C:36](=[O:47])[CH2:37][O:38][C:39]1[CH:44]=[CH:43][CH:42]=[C:41]([C:45]#[CH:46])[CH:40]=1.